Dataset: Peptide-MHC class II binding affinity with 134,281 pairs from IEDB. Task: Regression. Given a peptide amino acid sequence and an MHC pseudo amino acid sequence, predict their binding affinity value. This is MHC class II binding data. (1) The peptide sequence is IQSIPFVHLGHRDNI. The MHC is HLA-DPA10201-DPB11401 with pseudo-sequence HLA-DPA10201-DPB11401. The binding affinity (normalized) is 0.255. (2) The peptide sequence is ALSRVQSMFLGTGGS. The MHC is HLA-DPA10103-DPB10301 with pseudo-sequence HLA-DPA10103-DPB10301. The binding affinity (normalized) is 0.699. (3) The MHC is DRB4_0103 with pseudo-sequence DRB4_0103. The peptide sequence is LRLSSLMPCQAPRKS. The binding affinity (normalized) is 0.689.